From a dataset of Reaction yield outcomes from USPTO patents with 853,638 reactions. Predict the reaction yield, written as a fraction of the theoretical maximum amount of product (1.0 means a 100% yield; for example, 0.34 means a 34% yield). (1) The reactants are [CH2:1]([O:3][C:4](=[O:10])[CH2:5][C:6](=[O:9])[CH2:7][CH3:8])[CH3:2].C(O)C=C. No catalyst specified. The product is [CH2:1]([O:3][C:4](=[O:10])[CH2:5][C@H:6]([OH:9])[CH2:7][CH3:8])[CH3:2]. The yield is 1.00. (2) The reactants are C([O:4][CH2:5][C:6]1[C:7]([N:32]2[CH2:44][CH2:43][N:35]3[C:36]4[CH2:37][CH2:38][CH2:39][CH2:40][C:41]=4[CH:42]=[C:34]3[C:33]2=[O:45])=[N:8][CH:9]=[CH:10][C:11]=1[C:12]1[CH:17]=[C:16]([NH:18][C:19]2[CH:29]=[C:22]3[CH2:23][N:24]([CH3:28])[CH:25]([CH3:27])[CH2:26][N:21]3[N:20]=2)[C:15](=[O:30])[N:14]([CH3:31])[CH:13]=1)(=O)C.[OH-].[Li+]. The catalyst is C1COCC1.C(O)(C)C.O. The product is [CH3:28][N:24]1[CH:25]([CH3:27])[CH2:26][N:21]2[N:20]=[C:19]([NH:18][C:16]3[C:15](=[O:30])[N:14]([CH3:31])[CH:13]=[C:12]([C:11]4[CH:10]=[CH:9][N:8]=[C:7]([N:32]5[CH2:44][CH2:43][N:35]6[C:36]7[CH2:37][CH2:38][CH2:39][CH2:40][C:41]=7[CH:42]=[C:34]6[C:33]5=[O:45])[C:6]=4[CH2:5][OH:4])[CH:17]=3)[CH:29]=[C:22]2[CH2:23]1. The yield is 0.570. (3) The reactants are [CH2:1]([O:3][C:4]1[CH:5]=[C:6]([C@H:12]([NH2:18])[CH2:13][S:14]([CH3:17])(=[O:16])=[O:15])[CH:7]=[CH:8][C:9]=1[O:10][CH3:11])[CH3:2].C[O:20][C:21](=O)[C:22]1[C:27]([NH:28][C:29]([CH:31]2[CH2:33][CH2:32]2)=[O:30])=[CH:26][CH:25]=[C:24]([Cl:34])[C:23]=1[CH2:35]Br.C(N(CC)CC)C. The catalyst is CN(C=O)C. The product is [Cl:34][C:24]1[CH:25]=[CH:26][C:27]([NH:28][C:29]([CH:31]2[CH2:32][CH2:33]2)=[O:30])=[C:22]2[C:23]=1[CH2:35][N:18]([C@@H:12]([C:6]1[CH:7]=[CH:8][C:9]([O:10][CH3:11])=[C:4]([O:3][CH2:1][CH3:2])[CH:5]=1)[CH2:13][S:14]([CH3:17])(=[O:16])=[O:15])[C:21]2=[O:20]. The yield is 0.300. (4) The reactants are I[C:2]1[C:3]2[CH:10]=[CH:9][N:8]([CH2:11][O:12][CH2:13][CH2:14][Si:15]([CH3:18])([CH3:17])[CH3:16])[C:4]=2[N:5]=[CH:6][N:7]=1.C([Mg]Cl)(C)C.[CH2:24]([N:31]1[CH2:36][CH2:35][CH2:34][CH:33]([CH:37]=[O:38])[CH2:32]1)[C:25]1[CH:30]=[CH:29][CH:28]=[CH:27][CH:26]=1.[NH4+].[Cl-]. The catalyst is C1COCC1.O. The product is [CH2:24]([N:31]1[CH2:36][CH2:35][CH2:34][CH:33]([CH:37]([C:2]2[C:3]3[CH:10]=[CH:9][N:8]([CH2:11][O:12][CH2:13][CH2:14][Si:15]([CH3:18])([CH3:17])[CH3:16])[C:4]=3[N:5]=[CH:6][N:7]=2)[OH:38])[CH2:32]1)[C:25]1[CH:30]=[CH:29][CH:28]=[CH:27][CH:26]=1. The yield is 0.590. (5) The reactants are [CH3:1][C:2]1[CH:7]=[CH:6][C:5]([C:8]([C:19]2[CH:24]=[CH:23][CH:22]=[CH:21][CH:20]=2)=[C:9]2[CH2:14][C:13]([CH3:16])([CH3:15])[CH2:12][C:11]([CH3:18])([CH3:17])[CH2:10]2)=[CH:4][C:3]=1[O:25][CH2:26][C:27]([O:29]CC)=[O:28].[OH-].[Na+].C(O)C.Cl. The catalyst is O. The product is [CH3:1][C:2]1[CH:7]=[CH:6][C:5]([C:8]([C:19]2[CH:20]=[CH:21][CH:22]=[CH:23][CH:24]=2)=[C:9]2[CH2:14][C:13]([CH3:15])([CH3:16])[CH2:12][C:11]([CH3:18])([CH3:17])[CH2:10]2)=[CH:4][C:3]=1[O:25][CH2:26][C:27]([OH:29])=[O:28]. The yield is 0.980. (6) The yield is 0.970. The product is [C:1]([O:5][C:6]([N:8]([CH2:15][CH2:16][C:17]#[N:18])[C:9]([CH3:10])([C:11]([O:13][CH3:19])=[O:12])[CH3:14])=[O:7])([CH3:4])([CH3:3])[CH3:2]. The reactants are [C:1]([O:5][C:6]([N:8]([CH2:15][CH2:16][C:17]#[N:18])[C:9]([CH3:14])([C:11]([OH:13])=[O:12])[CH3:10])=[O:7])([CH3:4])([CH3:3])[CH3:2].[CH3:19]I. The catalyst is CN(C=O)C.